Dataset: Full USPTO retrosynthesis dataset with 1.9M reactions from patents (1976-2016). Task: Predict the reactants needed to synthesize the given product. (1) Given the product [C:12]([O:11][C:9]([N:21]1[CH2:20][C@@H:19]([CH3:23])[NH:18][C@@H:17]([CH3:16])[CH2:22]1)=[O:10])([CH3:13])([CH3:14])[CH3:15], predict the reactants needed to synthesize it. The reactants are: O([C:9]([O:11][C:12]([CH3:15])([CH3:14])[CH3:13])=[O:10])[C:9]([O:11][C:12]([CH3:15])([CH3:14])[CH3:13])=[O:10].[CH3:16][C@@H:17]1[CH2:22][NH:21][CH2:20][C@H:19]([CH3:23])[NH:18]1. (2) Given the product [CH2:1]([C:5]1[CH:6]=[CH:7][C:8]([C:11]#[C:12][C:13]2[CH:39]=[CH:38][C:16]([CH2:17][N:18]([C:19](=[O:24])[C:20]([CH3:22])([CH3:21])[CH3:23])[C:25]3[CH:37]=[CH:36][C:28]([OH:29])=[C:27]([CH:26]=3)[C:32]([OH:33])=[O:31])=[CH:15][CH:14]=2)=[CH:9][CH:10]=1)[CH2:2][CH2:3][CH3:4], predict the reactants needed to synthesize it. The reactants are: [CH2:1]([C:5]1[CH:10]=[CH:9][C:8]([C:11]#[C:12][C:13]2[CH:39]=[CH:38][C:16]([CH2:17][N:18]([C:25]3[CH:37]=[CH:36][C:28]4[O:29]C(C)(C)[O:31][C:32](=[O:33])[C:27]=4[CH:26]=3)[C:19](=[O:24])[C:20]([CH3:23])([CH3:22])[CH3:21])=[CH:15][CH:14]=2)=[CH:7][CH:6]=1)[CH2:2][CH2:3][CH3:4].[OH-].[Na+]. (3) The reactants are: Br[C:2]1[CH:3]=[C:4]([C:9]([OH:11])=O)[CH:5]=[N:6][C:7]=1Cl.[N:12]1[CH:17]=[CH:16][C:15]([CH2:18][OH:19])=[CH:14][CH:13]=1.[Cl:20][C:21]1[CH:26]=[CH:25][C:24](B(O)O)=[CH:23][CH:22]=1.[NH2:30][CH2:31][CH:32]([CH2:35][CH3:36])[CH2:33][OH:34]. Given the product [Cl:20][C:21]1[CH:26]=[CH:25][C:24]([C:2]2[C:7]([O:19][CH2:18][C:15]3[CH:16]=[CH:17][N:12]=[CH:13][CH:14]=3)=[N:6][CH:5]=[C:4]([CH:3]=2)[C:9]([NH:30][CH2:31][CH:32]([CH2:33][OH:34])[CH2:35][CH3:36])=[O:11])=[CH:23][CH:22]=1, predict the reactants needed to synthesize it. (4) Given the product [CH2:3]([O:10][CH2:11][CH2:12][O:13][CH2:15][C:16]([OH:18])=[O:17])[C:4]1[CH:9]=[CH:8][CH:7]=[CH:6][CH:5]=1, predict the reactants needed to synthesize it. The reactants are: [H-].[Na+].[CH2:3]([O:10][CH2:11][CH2:12][OH:13])[C:4]1[CH:9]=[CH:8][CH:7]=[CH:6][CH:5]=1.Cl[CH2:15][C:16]([OH:18])=[O:17].